Dataset: Full USPTO retrosynthesis dataset with 1.9M reactions from patents (1976-2016). Task: Predict the reactants needed to synthesize the given product. (1) Given the product [CH3:1][O:2][C:3]1[CH:10]=[CH:9][C:6](/[CH:7]=[CH:28]/[C:29]([O:31][CH2:32][CH3:33])=[O:30])=[CH:5][C:4]=1[O:11][CH2:12][O:13][CH3:14], predict the reactants needed to synthesize it. The reactants are: [CH3:1][O:2][C:3]1[CH:10]=[CH:9][C:6]([CH:7]=O)=[CH:5][C:4]=1[O:11][CH2:12][O:13][CH3:14].O1CCCC1.C(OP([CH2:28][C:29]([O:31][CH2:32][CH3:33])=[O:30])(OCC)=O)C.[H-].[Na+]. (2) Given the product [C:37]([O:36][C:34](=[O:35])[CH2:33][N:16]1[C:17]2[C:13](=[CH:12][CH:11]=[C:10]([O:9][CH2:8][CH2:7][C:6]3[S:5][C:4]([C:22]4[CH:23]=[CH:24][C:25]([C:28]([F:31])([F:30])[F:29])=[CH:26][CH:27]=4)=[N:3][C:2]=3[CH3:1])[CH:18]=2)[C:14]([CH2:19][CH2:20][CH3:21])=[CH:15]1)([CH3:40])([CH3:39])[CH3:38], predict the reactants needed to synthesize it. The reactants are: [CH3:1][C:2]1[N:3]=[C:4]([C:22]2[CH:27]=[CH:26][C:25]([C:28]([F:31])([F:30])[F:29])=[CH:24][CH:23]=2)[S:5][C:6]=1[CH2:7][CH2:8][O:9][C:10]1[CH:18]=[C:17]2[C:13]([C:14]([CH2:19][CH2:20][CH3:21])=[CH:15][NH:16]2)=[CH:12][CH:11]=1.Br[CH2:33][C:34]([O:36][C:37]([CH3:40])([CH3:39])[CH3:38])=[O:35].[H-].[Na+].